Dataset: Full USPTO retrosynthesis dataset with 1.9M reactions from patents (1976-2016). Task: Predict the reactants needed to synthesize the given product. Given the product [F:1][C:2]1[CH:3]=[C:4]([N:8]2[CH2:12][C@H:11]([CH2:13][O:14][S:17]([CH3:16])(=[O:19])=[O:18])[O:10][C:9]2=[O:15])[CH:5]=[CH:6][CH:7]=1, predict the reactants needed to synthesize it. The reactants are: [F:1][C:2]1[CH:3]=[C:4]([N:8]2[CH2:12][CH:11]([CH2:13][OH:14])[O:10][C:9]2=[O:15])[CH:5]=[CH:6][CH:7]=1.[CH3:16][S:17](Cl)(=[O:19])=[O:18].